From a dataset of Forward reaction prediction with 1.9M reactions from USPTO patents (1976-2016). Predict the product of the given reaction. Given the reactants [C:1]([C:5]1[CH:12]=[CH:11][C:8]([CH:9]=O)=[CH:7][CH:6]=1)([CH3:4])([CH3:3])[CH3:2].[NH2:13][C:14]1[S:15][CH:16]=[N:17][N:18]=1.C([O:21][C:22](=O)[C:23]([OH:35])=[CH:24][C:25]([C:27]1[CH:32]=[CH:31][C:30]([O:33][CH3:34])=[CH:29][CH:28]=1)=[O:26])C, predict the reaction product. The product is: [C:1]([C:5]1[CH:12]=[CH:11][C:8]([CH:9]2[N:13]([C:14]3[S:15][CH:16]=[N:17][N:18]=3)[C:22](=[O:21])[C:23]([OH:35])=[C:24]2[C:25](=[O:26])[C:27]2[CH:28]=[CH:29][C:30]([O:33][CH3:34])=[CH:31][CH:32]=2)=[CH:7][CH:6]=1)([CH3:4])([CH3:3])[CH3:2].